From a dataset of Forward reaction prediction with 1.9M reactions from USPTO patents (1976-2016). Predict the product of the given reaction. Given the reactants [N+:1]([C:4]1[CH:13]=[CH:12][CH:11]=[C:10]2[C:5]=1[CH:6]=[CH:7][C:8](Cl)=[N:9]2)([O-])=O.[CH3:15][C:16]1[O:20][C:19]([CH2:21][NH2:22])=[CH:18][CH:17]=1.[C:23]1([NH:29][S:30](Cl)(=[O:32])=[O:31])[CH:28]=[CH:27][CH:26]=[CH:25][CH:24]=1, predict the reaction product. The product is: [CH3:15][C:16]1[O:20][C:19]([CH2:21][NH:22][C:8]2[CH:7]=[CH:6][C:5]3[C:10](=[CH:11][CH:12]=[CH:13][C:4]=3[NH:1][S:30]([NH:29][C:23]3[CH:28]=[CH:27][CH:26]=[CH:25][CH:24]=3)(=[O:32])=[O:31])[N:9]=2)=[CH:18][CH:17]=1.